Dataset: Peptide-MHC class II binding affinity with 134,281 pairs from IEDB. Task: Regression. Given a peptide amino acid sequence and an MHC pseudo amino acid sequence, predict their binding affinity value. This is MHC class II binding data. (1) The peptide sequence is SQDLELSWNLNGLQAK. The MHC is DRB1_0802 with pseudo-sequence DRB1_0802. The binding affinity (normalized) is 0.252. (2) The peptide sequence is FAATAGTTVYGAFAA. The MHC is HLA-DPA10103-DPB10401 with pseudo-sequence HLA-DPA10103-DPB10401. The binding affinity (normalized) is 0.157. (3) The binding affinity (normalized) is 0.546. The MHC is DRB1_0901 with pseudo-sequence DRB1_0901. The peptide sequence is QRPLVTIKIGGQLKE.